This data is from Forward reaction prediction with 1.9M reactions from USPTO patents (1976-2016). The task is: Predict the product of the given reaction. (1) Given the reactants Br[C:2]1[N:3]=[C:4]([N:23]2[CH2:28][CH2:27][O:26][CH2:25][CH2:24]2)[S:5][C:6]=1[C:7]1[C:8]([CH3:22])=[N:9][N:10]2[C:15]([CH:16]([CH2:19][CH3:20])[CH2:17][CH3:18])=[CH:14][C:13]([CH3:21])=[N:12][C:11]=12.C([Li])CCC.[Cl:34]N1C(=O)CCC1=O.[Cl-].N, predict the reaction product. The product is: [Cl:34][C:2]1[N:3]=[C:4]([N:23]2[CH2:28][CH2:27][O:26][CH2:25][CH2:24]2)[S:5][C:6]=1[C:7]1[C:8]([CH3:22])=[N:9][N:10]2[C:15]([CH:16]([CH2:19][CH3:20])[CH2:17][CH3:18])=[CH:14][C:13]([CH3:21])=[N:12][C:11]=12. (2) Given the reactants [NH2:1][C:2]1[S:3][C:4]([C:8]2[CH:13]=[CH:12][N:11]=[C:10]([NH:14][C:15]3[CH:20]=[CH:19][C:18]([N:21]4[CH2:26][CH2:25][N:24](C(=O)C)[CH2:23][CH2:22]4)=[CH:17][CH:16]=3)[N:9]=2)=[C:5]([CH3:7])[N:6]=1, predict the reaction product. The product is: [NH2:1][C:2]1[S:3][C:4]([C:8]2[CH:13]=[CH:12][N:11]=[C:10]([NH:14][C:15]3[CH:20]=[CH:19][C:18]([N:21]4[CH2:26][CH2:25][NH:24][CH2:23][CH2:22]4)=[CH:17][CH:16]=3)[N:9]=2)=[C:5]([CH3:7])[N:6]=1. (3) Given the reactants [Cl:1][C:2]1[C:3]2[N:4]([C:16]([CH3:19])=[CH:17][CH:18]=2)[C:5]([C:8]([N:10]2[CH2:15][CH2:14][O:13][CH2:12][CH2:11]2)=[O:9])=[CH:6][N:7]=1.[Cl:20][C:21]1[CH:22]=[CH:23][C:24]([F:28])=[C:25]([CH:27]=1)[NH2:26], predict the reaction product. The product is: [ClH:1].[Cl:20][C:21]1[CH:22]=[CH:23][C:24]([F:28])=[C:25]([NH:26][C:2]2[C:3]3[N:4]([C:16]([CH3:19])=[CH:17][CH:18]=3)[C:5]([C:8]([N:10]3[CH2:15][CH2:14][O:13][CH2:12][CH2:11]3)=[O:9])=[CH:6][N:7]=2)[CH:27]=1. (4) The product is: [CH3:2][N:3]([CH2:4][CH2:5][NH:6][S:7]([C:10]1[CH:15]=[C:14]([S:16]([C:19]2[CH:24]=[CH:23][CH:22]=[CH:21][CH:20]=2)(=[O:18])=[O:17])[CH:13]=[CH:12][C:11]=1[C:25]([F:28])([F:26])[F:27])(=[O:9])=[O:8])[CH2:31][CH2:30][C:29]([O:33][CH2:34][CH3:35])=[O:32]. Given the reactants Cl.[CH3:2][NH:3][CH2:4][CH2:5][NH:6][S:7]([C:10]1[CH:15]=[C:14]([S:16]([C:19]2[CH:24]=[CH:23][CH:22]=[CH:21][CH:20]=2)(=[O:18])=[O:17])[CH:13]=[CH:12][C:11]=1[C:25]([F:28])([F:27])[F:26])(=[O:9])=[O:8].[C:29]([O:33][CH2:34][CH3:35])(=[O:32])[CH:30]=[CH2:31].C(N(C(C)C)CC)(C)C, predict the reaction product. (5) Given the reactants Cl[C:2]1[CH:7]=[CH:6][N:5]=[C:4]([C:8]([N:10]2[C:18]3[C:13](=[CH:14][CH:15]=[CH:16][CH:17]=3)[CH2:12][CH2:11]2)=[O:9])[CH:3]=1.C(=O)([O-])[O-].[K+].[K+].[NH:25]1[CH2:30][CH2:29][CH:28]([N:31]2[CH2:37][CH2:36][C:35]3[CH:38]=[CH:39][CH:40]=[CH:41][C:34]=3[NH:33][C:32]2=[O:42])[CH2:27][CH2:26]1, predict the reaction product. The product is: [N:10]1([C:8]([C:4]2[CH:3]=[C:2]([N:25]3[CH2:26][CH2:27][CH:28]([N:31]4[CH2:37][CH2:36][C:35]5[CH:38]=[CH:39][CH:40]=[CH:41][C:34]=5[NH:33][C:32]4=[O:42])[CH2:29][CH2:30]3)[CH:7]=[CH:6][N:5]=2)=[O:9])[C:18]2[C:13](=[CH:14][CH:15]=[CH:16][CH:17]=2)[CH2:12][CH2:11]1.